This data is from Full USPTO retrosynthesis dataset with 1.9M reactions from patents (1976-2016). The task is: Predict the reactants needed to synthesize the given product. (1) Given the product [CH2:8]([OH:36])[CH2:9][CH2:10][CH2:11][CH2:12][CH2:13][CH2:14][CH2:15][CH2:16][CH2:17][CH2:18][CH2:19][CH2:20][CH2:21][CH2:22][CH2:23][CH2:24][CH2:25][CH2:26][CH2:27][CH2:28][CH2:29][CH2:30][CH2:31][CH2:32][CH2:33][CH2:34][CH3:35], predict the reactants needed to synthesize it. The reactants are: C([CH:8]([OH:36])[CH2:9][CH2:10][CH2:11][CH2:12][CH2:13][CH2:14][CH2:15][CH2:16][CH:17]=[CH:18][CH2:19][CH2:20][CH2:21][CH2:22][CH2:23][CH2:24][CH2:25][CH2:26][CH2:27][CH2:28][CH2:29][CH2:30][CH2:31][CH2:32][CH2:33][CH2:34][CH3:35])C1C=CC=CC=1. (2) Given the product [NH2:1][C:4]1[CH:12]=[C:11]2[C:7]([C:8]([C:13]#[N:14])=[CH:9][NH:10]2)=[CH:6][CH:5]=1, predict the reactants needed to synthesize it. The reactants are: [N+:1]([C:4]1[CH:12]=[C:11]2[C:7]([C:8]([C:13]#[N:14])=[CH:9][NH:10]2)=[CH:6][CH:5]=1)([O-])=O. (3) Given the product [CH3:17][C:20]1([CH3:21])[C:8]2[C:7](=[N:16][CH:15]=[CH:14][CH:13]=2)[C:1]2[C:6]1=[CH:5][CH:4]=[CH:3][CH:2]=2, predict the reactants needed to synthesize it. The reactants are: [C:1]1([C:7]2[N:16]=[CH:15][CH:14]=[CH:13][C:8]=2C(OC)=O)[CH:6]=[CH:5][CH:4]=[CH:3][CH:2]=1.[CH3:17][Mg+].[Br-].[C:20](O)(=O)[CH3:21]. (4) Given the product [CH:18]1[CH:19]=[CH:14][C:15](/[CH:9]=[C:8]2/[C:7]([C:6]3[C:5]([O:23]/2)=[CH:4][CH:3]=[CH:10][CH:11]=3)=[O:26])=[CH:16][CH:17]=1, predict the reactants needed to synthesize it. The reactants are: CC[CH2:3][CH2:4][CH2:5][C:6]1[CH:7]=[C:8]([OH:23])[C:9]2[C@@H:15]3[CH:16]=[C:17](C)[CH2:18][CH2:19][C@H:14]3C(C)(C)O[C:10]=2[CH:11]=1.C([O-])(=[O:26])C.[Na+].C(#N)C.C(O)(C(F)(F)F)=O. (5) The reactants are: [F-:1].[K+].[N+:3]([C:6]1[CH:7]=[C:8]([CH:23]=[CH:24][C:25]=1[N+]([O-])=O)[C:9]([NH:11][CH2:12][C:13]([O:15][CH2:16][C:17]1[CH:22]=[CH:21][CH:20]=[CH:19][CH:18]=1)=[O:14])=[O:10])([O-:5])=[O:4].C1OCCOCCOCCOCCOCCOC1. Given the product [F:1][C:25]1[CH:24]=[CH:23][C:8]([C:9]([NH:11][CH2:12][C:13]([O:15][CH2:16][C:17]2[CH:22]=[CH:21][CH:20]=[CH:19][CH:18]=2)=[O:14])=[O:10])=[CH:7][C:6]=1[N+:3]([O-:5])=[O:4], predict the reactants needed to synthesize it. (6) The reactants are: Br[C:2]1[CH:3]=[CH:4][C:5]([N:16]2[CH2:20][CH2:19][CH:18]([CH3:21])[CH2:17]2)=[C:6](/[CH:8]=[C:9](\[CH3:15])/[C:10]([O:12][CH2:13][CH3:14])=[O:11])[CH:7]=1.[CH2:22]([O:26][CH2:27][CH2:28][O:29][C:30]1[CH:35]=[CH:34][C:33](OB(O)O)=[CH:32][CH:31]=1)[CH2:23][CH2:24][CH3:25].C(=O)([O-])[O-].[K+].[K+]. Given the product [CH2:22]([O:26][CH2:27][CH2:28][O:29][C:30]1[CH:31]=[CH:32][C:33]([C:2]2[CH:3]=[CH:4][C:5]([N:16]3[CH2:20][CH2:19][CH:18]([CH3:21])[CH2:17]3)=[C:6](/[CH:8]=[C:9](\[CH3:15])/[C:10]([O:12][CH2:13][CH3:14])=[O:11])[CH:7]=2)=[CH:34][CH:35]=1)[CH2:23][CH2:24][CH3:25], predict the reactants needed to synthesize it. (7) Given the product [F:1][C:2]1[CH:3]=[C:4]([C:10]2[O:12][N:24]=[C:23]([C:26]([OH:28])=[O:27])[CH:11]=2)[CH:5]=[C:6]([F:9])[C:7]=1[F:8], predict the reactants needed to synthesize it. The reactants are: [F:1][C:2]1[CH:3]=[C:4]([C:10](=[O:12])[CH3:11])[CH:5]=[C:6]([F:9])[C:7]=1[F:8].ClC1C=C(C2O[N:24]=[C:23]([C:26]([OH:28])=[O:27])C=2)C=CC=1F.